Predict the reaction yield, written as a fraction of the theoretical maximum amount of product (1.0 means a 100% yield; for example, 0.34 means a 34% yield). From a dataset of Reaction yield outcomes from USPTO patents with 853,638 reactions. (1) The reactants are [Cl:1][C:2]1[CH:7]=[CH:6][C:5]([C:8]2=[N:9][C@@H:10]([CH2:24][C:25]([O:27]C)=[O:26])[C:11]3[N:12]([C:20]([CH3:23])=[N:21][N:22]=3)[C:13]3[S:17][C:16]([CH3:18])=[C:15]([CH3:19])[C:14]2=3)=[CH:4][CH:3]=1.O.[OH-].[Li+].Cl. The catalyst is CO. The product is [Cl:1][C:2]1[CH:3]=[CH:4][C:5]([C:8]2=[N:9][C@@H:10]([CH2:24][C:25]([OH:27])=[O:26])[C:11]3[N:12]([C:20]([CH3:23])=[N:21][N:22]=3)[C:13]3[S:17][C:16]([CH3:18])=[C:15]([CH3:19])[C:14]2=3)=[CH:6][CH:7]=1. The yield is 0.870. (2) The reactants are [NH:1]1[C:5]2=[N:6][CH:7]=[CH:8][CH:9]=[C:4]2[CH:3]=[C:2]1[C:10](OCC)=[O:11].[H-].[H-].[H-].[H-].[Li+].[Al+3]. The catalyst is C1COCC1. The product is [NH:1]1[C:5]2=[N:6][CH:7]=[CH:8][CH:9]=[C:4]2[CH:3]=[C:2]1[CH:10]=[O:11]. The yield is 0.670. (3) The reactants are [CH3:1][O:2][CH:3](OC)[CH2:4][C:5]([O:7][CH2:8][O:9][C:10](=[O:17])[CH2:11][CH:12](OC)[O:13][CH3:14])=[O:6].C1(C)C=CC(S(O)(=O)=O)=CC=1. The catalyst is C1(C)C=CC=CC=1. The product is [CH3:14][O:13][CH:12]=[CH:11][C:10]([O:9][CH2:8][O:7][C:5](=[O:6])[CH:4]=[CH:3][O:2][CH3:1])=[O:17]. The yield is 0.790. (4) The reactants are [CH:1]1[C:10]2[C:5](=[CH:6][CH:7]=[CH:8][CH:9]=2)[CH:4]=[CH:3][C:2]=1B(O)O.[Br:14][C:15]1[CH:27]=[CH:26][C:25]2[C:24]3[C:19](=[CH:20][C:21](I)=[CH:22][CH:23]=3)[C:18]([CH3:30])([CH3:29])[C:17]=2[CH:16]=1.C1(C)C=CC=CC=1.C(=O)([O-])[O-].[Na+].[Na+]. The catalyst is C1C=CC([P]([Pd]([P](C2C=CC=CC=2)(C2C=CC=CC=2)C2C=CC=CC=2)([P](C2C=CC=CC=2)(C2C=CC=CC=2)C2C=CC=CC=2)[P](C2C=CC=CC=2)(C2C=CC=CC=2)C2C=CC=CC=2)(C2C=CC=CC=2)C2C=CC=CC=2)=CC=1.O.C(COC)OC. The product is [Br:14][C:15]1[CH:27]=[CH:26][C:25]2[C:24]3[C:19](=[CH:20][C:21]([C:2]4[CH:3]=[CH:4][C:5]5[C:10](=[CH:9][CH:8]=[CH:7][CH:6]=5)[CH:1]=4)=[CH:22][CH:23]=3)[C:18]([CH3:30])([CH3:29])[C:17]=2[CH:16]=1. The yield is 0.761. (5) The reactants are [Br:1][C:2]1[CH:3]=[C:4]([O:10][C:11]2[C:12]([CH3:17])=[N:13][CH:14]=[CH:15][CH:16]=2)[C:5]([C:8]#[N:9])=[N:6][CH:7]=1.S(=O)(=O)(O)[OH:19].[OH-].[Na+]. The catalyst is O. The product is [Br:1][C:2]1[CH:3]=[C:4]([O:10][C:11]2[C:12]([CH3:17])=[N:13][CH:14]=[CH:15][CH:16]=2)[C:5]([C:8]([NH2:9])=[O:19])=[N:6][CH:7]=1. The yield is 0.989. (6) The reactants are [OH:1][C:2]([C:26]1[S:27][CH:28]=[CH:29][CH:30]=1)([C:21]1[S:22][CH:23]=[CH:24][CH:25]=1)[C:3]([O:5][C@H:6]1[CH2:11][CH2:10][C@H:9]([N:12](C(OC(C)(C)C)=O)[CH3:13])[CH2:8][CH2:7]1)=[O:4].Cl. The catalyst is O1CCOCC1. The product is [OH:1][C:2]([C:21]1[S:22][CH:23]=[CH:24][CH:25]=1)([C:26]1[S:27][CH:28]=[CH:29][CH:30]=1)[C:3]([O:5][C@H:6]1[CH2:7][CH2:8][C@H:9]([NH:12][CH3:13])[CH2:10][CH2:11]1)=[O:4]. The yield is 0.780. (7) The reactants are [C:1]([C:9]1[CH:17]=[CH:16][C:12]([C:13](O)=[O:14])=[CH:11][CH:10]=1)(=[O:8])[C:2]1[CH:7]=[CH:6][CH:5]=[CH:4][CH:3]=1.S(Cl)([Cl:20])=O.C1(C)C=CC=CC=1. The catalyst is CN(C)C=O. The product is [C:1]([C:9]1[CH:17]=[CH:16][C:12]([C:13]([Cl:20])=[O:14])=[CH:11][CH:10]=1)(=[O:8])[C:2]1[CH:7]=[CH:6][CH:5]=[CH:4][CH:3]=1. The yield is 0.910.